Dataset: Reaction yield outcomes from USPTO patents with 853,638 reactions. Task: Predict the reaction yield, written as a fraction of the theoretical maximum amount of product (1.0 means a 100% yield; for example, 0.34 means a 34% yield). (1) The reactants are [C:1]([O:7][C:8]([CH3:11])([CH3:10])[CH3:9])(=[O:6])[CH2:2][C:3]([CH3:5])=O.[F:12][C:13]1[CH:20]=[C:19]([Br:21])[CH:18]=[CH:17][C:14]=1[CH:15]=O.[NH4+:22].[OH-:23]. The catalyst is CCO.C(Cl)Cl. The product is [Br:21][C:19]1[CH:18]=[CH:17][C:14]([CH:15]2[C:2]([C:1]([O:7][C:8]([CH3:11])([CH3:10])[CH3:9])=[O:6])=[C:3]([CH3:5])[NH:22][C:3]([CH3:5])=[C:2]2[C:1]([O:7][C:8]([CH3:11])([CH3:10])[CH3:9])=[O:23])=[C:13]([F:12])[CH:20]=1. The yield is 0.280. (2) The reactants are C[O:2][C:3]([C:5]1[S:9][C:8]2[C:10](Br)=[CH:11][CH:12]=[C:13]([O:14][CH3:15])[C:7]=2[CH:6]=1)=[O:4].C([O-])([O-])=O.[K+].[K+].[C:23]1(B(O)O)[CH:28]=[CH:27][CH:26]=[CH:25][CH:24]=1.C([O-])([O-])=O.[Na+].[Na+]. The catalyst is O1CCOCC1.C1C=CC(P(C2C=CC=CC=2)C2C=CC=CC=2)=CC=1.C1C=CC(P(C2C=CC=CC=2)C2C=CC=CC=2)=CC=1.Cl[Pd]Cl. The product is [CH3:15][O:14][C:13]1[C:7]2[CH:6]=[C:5]([C:3]([OH:2])=[O:4])[S:9][C:8]=2[C:10]([C:23]2[CH:28]=[CH:27][CH:26]=[CH:25][CH:24]=2)=[CH:11][CH:12]=1. The yield is 0.670. (3) The reactants are Br[C:2]1[CH:7]=[CH:6][C:5]([P:8](=[O:23])([C:16]2[CH:21]=[CH:20][C:19](Br)=[CH:18][CH:17]=2)[C:9]2[CH:14]=[CH:13][C:12](Br)=[CH:11][CH:10]=2)=[CH:4][CH:3]=1.[CH2:24]=[CH:25][CH2:26][CH2:27][CH2:28][CH2:29][CH2:30][CH2:31][CH2:32][CH2:33][CH2:34][CH2:35][CH2:36][CH2:37][CH2:38][CH3:39].[CH3:40][C:41]([O-])=O.[Na+]. The catalyst is CN(C=O)C. The product is [CH:24]([C:2]1[CH:7]=[CH:6][C:5]([P:8](=[O:23])([C:16]2[CH:21]=[CH:20][C:19]([CH:24]=[CH:25][CH2:26][CH2:27][CH2:28][CH2:29][CH2:30][CH2:31][CH2:32][CH2:33][CH2:34][CH2:35][CH2:36][CH2:37][CH2:41][CH3:40])=[CH:18][CH:17]=2)[C:9]2[CH:14]=[CH:13][C:12]([CH:24]=[CH:25][CH2:26][CH2:27][CH2:28][CH2:29][CH2:30][CH2:31][CH2:32][CH2:33][CH2:34][CH2:35][CH2:36][CH2:37][CH2:38][CH3:39])=[CH:11][CH:10]=2)=[CH:4][CH:3]=1)=[CH:25][CH2:26][CH2:27][CH2:28][CH2:29][CH2:30][CH2:31][CH2:32][CH2:33][CH2:34][CH2:35][CH2:36][CH2:37][CH2:38][CH3:39]. The yield is 0.860. (4) The product is [F:1][CH:2]([F:23])[O:3][C:4]1[CH:9]=[CH:8][C:7]([C:10]#[C:11][C:12]2[CH:13]=[C:14]([CH:18]([F:30])[CH2:19][CH:20]=[CH2:21])[CH:15]=[CH:16][CH:17]=2)=[CH:6][CH:5]=1. The reactants are [F:1][CH:2]([F:23])[O:3][C:4]1[CH:9]=[CH:8][C:7]([C:10]#[C:11][C:12]2[CH:13]=[C:14]([CH:18]3[CH2:21][CH:20](O)[CH2:19]3)[CH:15]=[CH:16][CH:17]=2)=[CH:6][CH:5]=1.C(N(S(F)(F)[F:30])CC)C. The yield is 0.320. The catalyst is ClCCl.